This data is from Forward reaction prediction with 1.9M reactions from USPTO patents (1976-2016). The task is: Predict the product of the given reaction. (1) Given the reactants [Br:1][C:2]1[CH:3]=[C:4](N)[CH:5]=[C:6]([CH3:8])[CH:7]=1.N([O-])=O.[Na+].[S:14](=[O:16])=[O:15].[ClH:17], predict the reaction product. The product is: [Br:1][C:2]1[CH:3]=[C:4]([S:14]([Cl:17])(=[O:16])=[O:15])[CH:5]=[C:6]([CH3:8])[CH:7]=1. (2) Given the reactants [CH2:1]([N:3]1[CH2:16][C@@H:15]2[C@H:10]([CH2:11][CH2:12][C@:13]3([CH3:26])[C:19]([C:20]4[CH:21]=[N:22][CH:23]=[CH:24][CH:25]=4)=[CH:18][CH2:17][C@H:14]32)[C@:9]2([CH3:27])[C:4]1=[CH:5][C:6](=[O:28])[CH2:7][CH2:8]2)[CH3:2].Cl[C:30]1C=C(B(OCC)OCC)C=NC=1, predict the reaction product. The product is: [CH2:1]([N:3]1[CH2:16][C@@H:15]2[C@H:10]([CH2:11][CH2:12][C@:13]3([CH3:26])[C:19]([C:20]4[CH:21]=[N:22][CH:23]=[C:24]([CH3:30])[CH:25]=4)=[CH:18][CH2:17][C@H:14]32)[C@:9]2([CH3:27])[C:4]1=[CH:5][C:6](=[O:28])[CH2:7][CH2:8]2)[CH3:2]. (3) The product is: [Cl:1][C:2]1[CH:7]=[C:6]([Cl:8])[CH:5]=[CH:4][C:3]=1[C:9]1[N:25]=[CH:23][O:12][C:11]=1[C:13]1[CH:18]=[CH:17][C:16]([Cl:19])=[CH:15][C:14]=1[Cl:20]. Given the reactants [Cl:1][C:2]1[CH:7]=[C:6]([Cl:8])[CH:5]=[CH:4][C:3]=1[C:9]([CH:11]([C:13]1[CH:18]=[CH:17][C:16]([Cl:19])=[CH:15][C:14]=1[Cl:20])[OH:12])=O.C=O.[CH:23]([NH2:25])=O, predict the reaction product. (4) The product is: [Br:29][C:15]1[N:16]=[CH:17][C:18]([NH:20][CH3:21])=[N:19][C:14]=1[C:4]1[CH:5]=[CH:6][C:7]([O:9][C:10]([F:11])([F:12])[F:13])=[CH:8][C:3]=1[O:2][CH3:1]. Given the reactants [CH3:1][O:2][C:3]1[CH:8]=[C:7]([O:9][C:10]([F:13])([F:12])[F:11])[CH:6]=[CH:5][C:4]=1[C:14]1[N:19]=[C:18]([NH:20][CH3:21])[CH:17]=[N:16][CH:15]=1.C1C(=O)N([Br:29])C(=O)C1, predict the reaction product. (5) Given the reactants [CH3:1][C:2]1([C:18]2[CH:23]=[CH:22][CH:21]=[C:20]([C:24]3[NH:28][N:27]=[N:26][CH:25]=3)[CH:19]=2)[CH:7]2[CH:3]1[CH2:4][N:5]([CH2:9][CH2:10][CH2:11][C:12]1[CH:17]=[CH:16][CH:15]=[CH:14][CH:13]=1)[C:6]2=O.[H-].[Al+3].[Li+].[H-].[H-].[H-], predict the reaction product. The product is: [NH3:5].[CH3:1][C:2]1([C:18]2[CH:23]=[CH:22][CH:21]=[C:20]([C:24]3[NH:28][N:27]=[N:26][CH:25]=3)[CH:19]=2)[CH:7]2[CH:3]1[CH2:4][N:5]([CH2:9][CH2:10][CH2:11][C:12]1[CH:17]=[CH:16][CH:15]=[CH:14][CH:13]=1)[CH2:6]2.